Dataset: Full USPTO retrosynthesis dataset with 1.9M reactions from patents (1976-2016). Task: Predict the reactants needed to synthesize the given product. (1) The reactants are: COC1C=CC(C[N:8]2[C:12]3=[N:13][CH:14]=[CH:15][C:16]([O:17][C:18]4[CH:23]=[CH:22][C:21]([NH:24][C:25]([C:27]56[CH2:32][CH:31]5[CH2:30][N:29]([C:33]5[CH:38]=[CH:37][C:36]([F:39])=[CH:35][CH:34]=5)[C:28]6=[O:40])=[O:26])=[CH:20][C:19]=4[F:41])=[C:11]3[C:10]([N:42]3[CH2:47][CH2:46][N:45](C(OC(C)(C)C)=O)[CH2:44][CH2:43]3)=[N:9]2)=CC=1. Given the product [F:41][C:19]1[CH:20]=[C:21]([NH:24][C:25]([C:27]23[CH2:32][CH:31]2[CH2:30][N:29]([C:33]2[CH:38]=[CH:37][C:36]([F:39])=[CH:35][CH:34]=2)[C:28]3=[O:40])=[O:26])[CH:22]=[CH:23][C:18]=1[O:17][C:16]1[CH:15]=[CH:14][N:13]=[C:12]2[NH:8][N:9]=[C:10]([N:42]3[CH2:43][CH2:44][NH:45][CH2:46][CH2:47]3)[C:11]=12, predict the reactants needed to synthesize it. (2) Given the product [CH:1]1([N:7]([C@H:29]2[CH2:30][CH2:31][C@H:32]([CH3:35])[CH2:33][CH2:34]2)[C:8](=[O:28])[NH:9][C:10]2[S:11][C:12]([S:15]([NH:18][CH2:19][C:20]([N:22]([CH2:25][CH3:26])[CH2:23][CH3:24])=[O:21])(=[O:16])=[O:17])=[CH:13][N:14]=2)[CH2:2][CH2:3][CH2:4][CH2:5][CH2:6]1, predict the reactants needed to synthesize it. The reactants are: [CH:1]1([N:7]([C@H:29]2[CH2:34][CH2:33][C@H:32]([CH3:35])[CH2:31][CH2:30]2)[C:8](=[O:28])[NH:9][C:10]2[S:11][C:12]([S:15]([N:18](C)[CH2:19][C:20]([N:22]([CH2:25][CH3:26])[CH2:23][CH3:24])=[O:21])(=[O:17])=[O:16])=[CH:13][N:14]=2)[CH2:6][CH2:5][CH2:4][CH2:3][CH2:2]1.C1(N([C@H]2CC[C@H](C)CC2)C(=O)NC2SC(S(NCC(O)=O)(=O)=O)=CN=2)CCCCC1.C(NCC)C. (3) Given the product [NH:47]1[C:48]2[C:44](=[C:43]([C:2]3[N:3]=[C:4]([N:13]4[CH2:18][CH2:17][O:16][CH2:15][CH2:14]4)[C:5]4[S:10][C:9]([CH2:11][NH:12][CH2:32][C:31]([NH:30][CH:27]5[CH2:29][CH2:28]5)=[O:34])=[CH:8][C:6]=4[N:7]=3)[CH:51]=[CH:50][CH:49]=2)[CH:45]=[N:46]1, predict the reactants needed to synthesize it. The reactants are: Cl[C:2]1[N:3]=[C:4]([N:13]2[CH2:18][CH2:17][O:16][CH2:15][CH2:14]2)[C:5]2[S:10][C:9]([CH2:11][NH2:12])=[CH:8][C:6]=2[N:7]=1.N1C(C)=CC=CC=1C.[CH:27]1([NH:30][C:31](=[O:34])[CH2:32]Cl)[CH2:29][CH2:28]1.CC1(C)C(C)(C)OB([C:43]2[CH:51]=[CH:50][CH:49]=[C:48]3[C:44]=2[CH:45]=[N:46][NH:47]3)O1. (4) The reactants are: C([O:5][C:6]1[C:7](=O)[C:8](=O)[C:9]=1[CH:10]=[C:11]1[C:19]([CH3:21])([CH3:20])[C:18]2[C:13](=[CH:14][CH:15]=[CH:16][CH:17]=2)[N:12]1[CH3:22])CCC.[N:25]#[C:26][NH2:27].[CH2:28]([N:30]([CH2:33][CH3:34])[CH2:31][CH3:32])[CH3:29]. Given the product [CH2:28]([NH+:30]([CH2:33][CH3:34])[CH2:31][CH3:32])[CH3:29].[C:26]([N:27]=[C:8]1[C:7](=[CH:32][CH2+:31]2[C:11]([CH3:19])([CH3:10])[C:34]3[C:33](=[CH:7][CH:6]=[CH:9][CH:8]=3)[N:30]2[CH3:28])[C:6]([O-:5])=[C:9]1[CH:10]=[C:11]1[C:19]([CH3:21])([CH3:20])[C:18]2[C:13](=[CH:14][CH:15]=[CH:16][CH:17]=2)[N:12]1[CH3:22])#[N:25], predict the reactants needed to synthesize it. (5) Given the product [C:8]1([C:14]2[N:1]([CH2:4][CH2:5][CH2:6][OH:7])[N:2]=[N:3][CH:15]=2)[CH:13]=[CH:12][CH:11]=[CH:10][CH:9]=1, predict the reactants needed to synthesize it. The reactants are: [N:1]([CH2:4][CH2:5][CH2:6][OH:7])=[N+:2]=[N-:3].[C:8]1([C:14]#[CH:15])[CH:13]=[CH:12][CH:11]=[CH:10][CH:9]=1. (6) Given the product [Cl:34][C:30]1[C:31]([F:33])=[CH:32][C:10]2[N:9]=[C:8]([CH:1]([CH:2]3[CH2:7][CH2:6][CH2:5][CH2:4][CH2:3]3)[O:44][CH3:43])[N:12]([CH:13]([C:23]3[CH:24]=[CH:25][C:26]([O:42][CH3:41])=[CH:27][CH:28]=3)[C:14]([NH:16][CH:17]3[CH2:18][CH2:19][CH2:20][CH2:21]3)=[O:15])[C:11]=2[CH:29]=1, predict the reactants needed to synthesize it. The reactants are: [CH2:1]([C:8]1[N:12]([CH:13]([CH:23]2[CH2:28][CH2:27][CH2:26][CH2:25][CH2:24]2)[C:14]([NH:16][CH:17]2C[CH2:21][CH2:20][CH2:19][CH2:18]2)=[O:15])[C:11]2[CH:29]=[C:30]([Cl:34])[C:31]([F:33])=[CH:32][C:10]=2[N:9]=1)[C:2]1[CH:7]=[CH:6][CH:5]=[CH:4][CH:3]=1.C1([CH:41]=[O:42])CCCCC1.[CH3:43][O:44]C1C=CC(C=O)=CC=1.ClC1C=C(CC(O)=O)C=CC=1.C1(C(OC)C(O)=O)CCCCC1.C1([N+]#[C-])CCCCC1.C1([N+]#[C-])CCCC1. (7) Given the product [CH3:17][C:12]1[N:11]([C:5]2[C:6]([C:8]([OH:10])=[O:9])=[N:7][C:2]([N:22]3[CH2:26][CH2:25][CH2:24][CH2:23]3)=[C:3]([C:18]([F:21])([F:20])[F:19])[CH:4]=2)[C:15]([CH3:16])=[CH:14][CH:13]=1, predict the reactants needed to synthesize it. The reactants are: Br[C:2]1[N:7]=[C:6]([C:8]([OH:10])=[O:9])[C:5]([N:11]2[C:15]([CH3:16])=[CH:14][CH:13]=[C:12]2[CH3:17])=[CH:4][C:3]=1[C:18]([F:21])([F:20])[F:19].[NH:22]1[CH2:26][CH2:25][CH2:24][CH2:23]1. (8) Given the product [CH2:12]([N:2]1[C:3](=[O:9])[CH:4]2[CH2:7][CH2:8][CH:1]1[CH2:6][CH2:5]2)[C:13]1[CH:18]=[CH:17][CH:16]=[CH:15][CH:14]=1, predict the reactants needed to synthesize it. The reactants are: [CH:1]12[CH2:8][CH2:7][CH:4]([CH2:5][CH2:6]1)[C:3](=[O:9])[NH:2]2.[H-].[Na+].[CH2:12](Br)[C:13]1[CH:18]=[CH:17][CH:16]=[CH:15][CH:14]=1. (9) Given the product [C:8]1([N:1]2[CH2:6][CH2:5][O:4][CH2:3][CH2:2]2)[CH:13]=[CH:12][CH:11]=[CH:10][CH:9]=1, predict the reactants needed to synthesize it. The reactants are: [NH:1]1[CH2:6][CH2:5][O:4][CH2:3][CH2:2]1.Cl[C:8]1[CH:13]=[CH:12][CH:11]=[CH:10][CH:9]=1.CC([O-])(C)C.[Na+].C1COCC1. (10) Given the product [Br:1][C:2]1[C:3]([O:11][CH3:12])=[C:4]2[C:8](=[CH:9][CH:10]=1)[N:7]([CH3:15])[N:6]=[CH:5]2, predict the reactants needed to synthesize it. The reactants are: [Br:1][C:2]1[C:3]([O:11][CH3:12])=[C:4]2[C:8](=[CH:9][CH:10]=1)[NH:7][N:6]=[CH:5]2.[H-].[Na+].[CH3:15]I.